Task: Predict which catalyst facilitates the given reaction.. Dataset: Catalyst prediction with 721,799 reactions and 888 catalyst types from USPTO (1) Reactant: [N:1]1[CH:6]=[CH:5][CH:4]=[CH:3][C:2]=1[N:7]([CH2:30][CH2:31][C:32]([OH:34])=O)[C:8]([C:10]1[CH:29]=[CH:28][C:13]2[N:14]([CH3:27])[C:15]([CH2:17][NH:18][C:19]3[CH:24]=[CH:23][C:22]([C:25]#[N:26])=[CH:21][CH:20]=3)=[N:16][C:12]=2[CH:11]=1)=[O:9].[CH3:35][S:36]([NH2:39])(=[O:38])=[O:37].[H-].[Na+].O. Product: [N:1]1[CH:6]=[CH:5][CH:4]=[CH:3][C:2]=1[N:7]([CH2:30][CH2:31][C:32]([NH:39][S:36]([CH3:35])(=[O:38])=[O:37])=[O:34])[C:8]([C:10]1[CH:29]=[CH:28][C:13]2[N:14]([CH3:27])[C:15]([CH2:17][NH:18][C:19]3[CH:20]=[CH:21][C:22]([C:25]#[N:26])=[CH:23][CH:24]=3)=[N:16][C:12]=2[CH:11]=1)=[O:9]. The catalyst class is: 213. (2) Reactant: [OH:1][C:2]1[CH:7]=[CH:6][C:5]([C:8]2([CH2:12][C:13]([O:15][CH2:16][CH3:17])=[O:14])[CH2:11][O:10][CH2:9]2)=[CH:4][CH:3]=1.Br[CH2:19][C:20]1[CH:21]=[C:22]([C:26]2[CH:31]=[C:30]([CH3:32])[C:29]([O:33][CH2:34][CH2:35][CH2:36][S:37]([CH3:40])(=[O:39])=[O:38])=[C:28]([CH3:41])[CH:27]=2)[CH:23]=[CH:24][CH:25]=1.BrCC1C=C(C2C=CC(OCCCS(C)(=O)=O)=CC=2C)C=CC=1.C(=O)([O-])[O-].[Cs+].[Cs+]. Product: [CH3:32][C:30]1[CH:31]=[C:26]([C:22]2[CH:23]=[CH:24][CH:25]=[C:20]([CH2:19][O:1][C:2]3[CH:7]=[CH:6][C:5]([C:8]4([CH2:12][C:13]([O:15][CH2:16][CH3:17])=[O:14])[CH2:9][O:10][CH2:11]4)=[CH:4][CH:3]=3)[CH:21]=2)[CH:27]=[C:28]([CH3:41])[C:29]=1[O:33][CH2:34][CH2:35][CH2:36][S:37]([CH3:40])(=[O:38])=[O:39]. The catalyst class is: 3. (3) Reactant: [OH:1][C:2]1[CH:3]=[N:4][CH:5]=[CH:6][CH:7]=1.[H-].[Na+].Cl[C:11]1[N:16]=[N:15][C:14]([C:17]([NH2:19])=[O:18])=[C:13]([NH:20][C:21]2[CH:26]=[CH:25][CH:24]=[C:23]([CH3:27])[N:22]=2)[CH:12]=1. Product: [CH3:27][C:23]1[N:22]=[C:21]([NH:20][C:13]2[CH:12]=[C:11]([O:1][C:2]3[CH:3]=[N:4][CH:5]=[CH:6][CH:7]=3)[N:16]=[N:15][C:14]=2[C:17]([NH2:19])=[O:18])[CH:26]=[CH:25][CH:24]=1. The catalyst class is: 9.